Dataset: CYP2C19 inhibition data for predicting drug metabolism from PubChem BioAssay. Task: Regression/Classification. Given a drug SMILES string, predict its absorption, distribution, metabolism, or excretion properties. Task type varies by dataset: regression for continuous measurements (e.g., permeability, clearance, half-life) or binary classification for categorical outcomes (e.g., BBB penetration, CYP inhibition). Dataset: cyp2c19_veith. The drug is COc1ccc(C(=O)NCc2cccnc2)cc1C(=O)NCc1cccnc1. The result is 0 (non-inhibitor).